From a dataset of Reaction yield outcomes from USPTO patents with 853,638 reactions. Predict the reaction yield, written as a fraction of the theoretical maximum amount of product (1.0 means a 100% yield; for example, 0.34 means a 34% yield). (1) The reactants are I[C:2]1[CH:8]=[CH:7][C:5]([NH2:6])=[CH:4][CH:3]=1.[O:9]1[C:13]2[CH:14]=[CH:15][CH:16]=[CH:17][C:12]=2[CH:11]=[C:10]1B(O)O.C([O-])([O-])=O.[Na+].[Na+]. The catalyst is COCCOC.CCO.O. The product is [O:9]1[C:10]2=[CH:11][CH:12]=[CH:17][C:16]2=[CH:15][CH:14]=[C:13]1[NH:6][C:5]1[CH:7]=[CH:8][CH:2]=[CH:3][CH:4]=1. The yield is 0.995. (2) The reactants are [NH2:1][C@@H:2]([C:4]1[CH:13]=[CH:12][C:7]([C:8]([O:10][CH3:11])=[O:9])=[CH:6][CH:5]=1)[CH3:3].CO.[CH3:16][C:17]1([CH:23]=O)[CH2:22][CH2:21][CH2:20][CH2:19][CH2:18]1.C(O)(=O)C.C([BH3-])#N.[Na+]. No catalyst specified. The product is [CH3:16][C:17]1([CH2:23][NH:1][C@@H:2]([C:4]2[CH:13]=[CH:12][C:7]([C:8]([O:10][CH3:11])=[O:9])=[CH:6][CH:5]=2)[CH3:3])[CH2:22][CH2:21][CH2:20][CH2:19][CH2:18]1. The yield is 0.630. (3) The reactants are [I:1][C:2]1[C:10]2[C:5](=[CH:6][C:7]([C:11]([O:13][CH3:14])=[O:12])=[CH:8][CH:9]=2)[NH:4][N:3]=1.[Cl:15][C:16]1[CH:24]=[CH:23][CH:22]=[C:21]([C:25]([F:28])([F:27])[F:26])[C:17]=1[C:18](Cl)=[O:19].CCN(CC)CC. The catalyst is C(Cl)Cl.CN(C1C=CN=CC=1)C.CCOC(C)=O. The product is [Cl:15][C:16]1[CH:24]=[CH:23][CH:22]=[C:21]([C:25]([F:26])([F:27])[F:28])[C:17]=1[C:18]([N:4]1[C:5]2[C:10](=[CH:9][CH:8]=[C:7]([C:11]([O:13][CH3:14])=[O:12])[CH:6]=2)[C:2]([I:1])=[N:3]1)=[O:19]. The yield is 0.985. (4) The reactants are [F:1][C:2]1[CH:3]=[C:4]([CH:16]=[CH:17][CH:18]=1)[CH2:5][C:6]1[O:10][C:9]([CH:11]2OCC[O:12]2)=[CH:8][CH:7]=1.O1CCOC1C1OC=CC=1.C(O)(=O)C(O)=O.O. The catalyst is CO. The product is [F:1][C:2]1[CH:3]=[C:4]([CH:16]=[CH:17][CH:18]=1)[CH2:5][C:6]1[O:10][C:9]([CH:11]=[O:12])=[CH:8][CH:7]=1. The yield is 0.340. (5) The reactants are [F:1][C:2]1[CH:3]=[CH:4][CH:5]=[C:6]2[C:11]=1[C:10](=[O:12])[O:9][C:8](=[O:13])[CH2:7]2.[C:14](OCC)(OCC)([O:16][CH2:17][CH3:18])[CH3:15]. No catalyst specified. The product is [CH2:14]([O:16]/[C:17](=[C:7]1/[C:8](=[O:13])[O:9][C:10](=[O:12])[C:11]2[C:6]/1=[CH:5][CH:4]=[CH:3][C:2]=2[F:1])/[CH3:18])[CH3:15]. The yield is 0.535. (6) The reactants are [S:1]1(=[O:9])(=[O:8])[C:4]2([CH2:7][NH:6][CH2:5]2)[CH2:3][CH2:2]1.C(O)(C(F)(F)F)=O.[Br:17][C:18]1[CH:23]=[CH:22][C:21](I)=[CH:20][C:19]=1[CH3:25].C1CCC(P(C2C(C3C=CC=CC=3)=CC=CC=2)C2CCCCC2)CC1.C(O[Na])(C)(C)C. The catalyst is C1(C)C=CC=CC=1.C1C=CC(/C=C/C(/C=C/C2C=CC=CC=2)=O)=CC=1.C1C=CC(/C=C/C(/C=C/C2C=CC=CC=2)=O)=CC=1.C1C=CC(/C=C/C(/C=C/C2C=CC=CC=2)=O)=CC=1.[Pd].[Pd].O. The product is [Br:17][C:18]1[CH:23]=[CH:22][C:21]([N:6]2[CH2:7][C:4]3([S:1](=[O:9])(=[O:8])[CH2:2][CH2:3]3)[CH2:5]2)=[CH:20][C:19]=1[CH3:25]. The yield is 0.880. (7) The reactants are [OH:1][CH2:2][CH:3]1[CH2:9][CH2:8][CH2:7][N:6]([C:10]([O:12][CH2:13][C:14]2[CH:19]=[CH:18][CH:17]=[CH:16][CH:15]=2)=[O:11])[CH2:5][CH2:4]1.C(N(CC)CC)C.[S:27](Cl)([C:30]1[CH:36]=[CH:35][C:33]([CH3:34])=[CH:32][CH:31]=1)(=[O:29])=[O:28].C(OCC)(=O)C.CCCCCC. The catalyst is ClCCl. The product is [S:27]([O:1][CH2:2][CH:3]1[CH2:9][CH2:8][CH2:7][N:6]([C:10]([O:12][CH2:13][C:14]2[CH:15]=[CH:16][CH:17]=[CH:18][CH:19]=2)=[O:11])[CH2:5][CH2:4]1)([C:30]1[CH:36]=[CH:35][C:33]([CH3:34])=[CH:32][CH:31]=1)(=[O:29])=[O:28]. The yield is 0.630. (8) The reactants are [CH3:1][C@@H:2]1[C@H:6]([C:7]2[CH:12]=[CH:11][CH:10]=[CH:9][CH:8]=2)[O:5][C:4](=[O:13])[N:3]1[C:14](=[O:24])[CH2:15][CH2:16][C@H:17]([CH3:23])[CH2:18][CH2:19][CH2:20][CH2:21][CH3:22].C[C@@H](CCCCC)CCC(O)=O. No catalyst specified. The product is [CH3:1][C@@H:2]1[C@H:6]([C:7]2[CH:12]=[CH:11][CH:10]=[CH:9][CH:8]=2)[O:5][C:4](=[O:13])[N:3]1[C:14](=[O:24])[CH2:15][CH2:16][C@@H:17]([CH3:23])[CH2:18][CH2:19][CH2:20][CH2:21][CH3:22]. The yield is 1.00.